From a dataset of Forward reaction prediction with 1.9M reactions from USPTO patents (1976-2016). Predict the product of the given reaction. (1) Given the reactants [O:1]1CCO[CH:2]1[C:6]1[S:7][C:8]([C:11]2[N:16]=[C:15]([NH:17][C:18]3[CH:23]=[C:22]([CH3:24])[CH:21]=[CH:20][N:19]=3)[CH:14]=[CH:13][CH:12]=2)=[CH:9][N:10]=1.Cl.C([O-])(O)=O.[Na+], predict the reaction product. The product is: [CH3:24][C:22]1[CH:21]=[CH:20][N:19]=[C:18]([NH:17][C:15]2[N:16]=[C:11]([C:8]3[S:7][C:6]([CH:2]=[O:1])=[N:10][CH:9]=3)[CH:12]=[CH:13][CH:14]=2)[CH:23]=1. (2) The product is: [C:7]1(/[CH:13]=[CH:14]/[CH2:15][CH2:16][OH:17])[CH:12]=[CH:11][CH:10]=[CH:9][CH:8]=1. Given the reactants [H-].[H-].[H-].[H-].[Li+].[Al+3].[C:7]1(/[CH:13]=[CH:14]/[CH2:15][C:16](OC)=[O:17])[CH:12]=[CH:11][CH:10]=[CH:9][CH:8]=1.O.[OH-].[K+], predict the reaction product. (3) Given the reactants [F:1][C:2]1[CH:7]=[C:6]([F:8])[CH:5]=[CH:4][C:3]=1[C:9]1[C:14]([F:15])=[CH:13][N:12]=[C:11]([NH:16][C:17]2[CH:18]=[C:19]([CH2:29]O)[CH:20]=[C:21]([S:23]([F:28])([F:27])([F:26])([F:25])[F:24])[CH:22]=2)[N:10]=1.S(Cl)([Cl:33])=O, predict the reaction product. The product is: [Cl:33][CH2:29][C:19]1[CH:18]=[C:17]([NH:16][C:11]2[N:10]=[C:9]([C:3]3[CH:4]=[CH:5][C:6]([F:8])=[CH:7][C:2]=3[F:1])[C:14]([F:15])=[CH:13][N:12]=2)[CH:22]=[C:21]([S:23]([F:26])([F:24])([F:25])([F:28])[F:27])[CH:20]=1.